This data is from Reaction yield outcomes from USPTO patents with 853,638 reactions. The task is: Predict the reaction yield, written as a fraction of the theoretical maximum amount of product (1.0 means a 100% yield; for example, 0.34 means a 34% yield). (1) The reactants are [CH3:1][O:2][C:3]1[CH:4]=[C:5]2[CH2:14][CH:13]([CH2:15][CH:16]3[CH2:21][CH2:20][N:19](CC4C=CC=CC=4)[CH2:18][CH2:17]3)[C:11](=[O:12])[C:6]2=[CH:7][C:8]=1[O:9][CH3:10].COC1C=C2C(=CC=1OC)C(=O)CC2.N1C=CC(C=O)=CC=1.C1(C)C=CC(S(O)(=O)=O)=CC=1. The catalyst is C1(C)C=CC=CC=1. The product is [CH3:1][O:2][C:3]1[CH:4]=[C:5]2[C:6](=[CH:7][C:8]=1[O:9][CH3:10])[C:11](=[O:12])[C:13](=[CH:15][C:16]1[CH:21]=[CH:20][N:19]=[CH:18][CH:17]=1)[CH2:14]2. The yield is 0.958. (2) The reactants are [C:1]([C:3]1[CH:12]=[CH:11][C:6]([C:7]([O:9][CH3:10])=[O:8])=[C:5]([CH3:13])[CH:4]=1)#[N:2].[N+:14]([O-])([OH:16])=[O:15]. The yield is 0.650. The product is [C:1]([C:3]1[C:12]([N+:14]([O-:16])=[O:15])=[CH:11][C:6]([C:7]([O:9][CH3:10])=[O:8])=[C:5]([CH3:13])[CH:4]=1)#[N:2]. The catalyst is S(=O)(=O)(O)O. (3) The reactants are [N-:1]=[N+:2]=[N-:3].[Na+].Br[CH2:6][C:7]1[CH:16]=[C:15]2[C:10]([C:11]([Cl:19])=[CH:12][C:13]([C:17]#[N:18])=[N:14]2)=[CH:9][CH:8]=1.O. The catalyst is CCO. The product is [N:1]([CH2:6][C:7]1[CH:16]=[C:15]2[C:10]([C:11]([Cl:19])=[CH:12][C:13]([C:17]#[N:18])=[N:14]2)=[CH:9][CH:8]=1)=[N+:2]=[N-:3]. The yield is 0.970.